This data is from Catalyst prediction with 721,799 reactions and 888 catalyst types from USPTO. The task is: Predict which catalyst facilitates the given reaction. (1) Reactant: [Cl:1][C:2]1(Cl)[CH2:8][CH:7]([CH:9]([CH3:11])[CH3:10])[CH2:6][CH2:5][NH:4][C:3]1=[O:12].C([O-])(=O)C.[Na+]. Product: [Cl:1][CH:2]1[CH2:8][CH:7]([CH:9]([CH3:10])[CH3:11])[CH2:6][CH2:5][NH:4][C:3]1=[O:12]. The catalyst class is: 15. (2) Reactant: Cl.[NH:2]1[C:7]2[N:8]=[CH:9][CH:10]=[CH:11][C:6]=2[C:5]2([CH2:16][CH2:15][NH:14][CH2:13][CH2:12]2)[O:4][C:3]1=[O:17].Cl[C:19]1[N:24]=[CH:23][N:22]=[C:21]([O:25][C:26]2[CH:35]=[C:34]([CH3:36])[C:29]3[NH:30][C:31](=[O:33])[S:32][C:28]=3[CH:27]=2)[CH:20]=1.CCN(C(C)C)C(C)C.O. Product: [CH3:36][C:34]1[C:29]2[NH:30][C:31](=[O:33])[S:32][C:28]=2[CH:27]=[C:26]([O:25][C:21]2[N:22]=[CH:23][N:24]=[C:19]([N:14]3[CH2:13][CH2:12][C:5]4([O:4][C:3](=[O:17])[NH:2][C:7]5[N:8]=[CH:9][CH:10]=[CH:11][C:6]4=5)[CH2:16][CH2:15]3)[CH:20]=2)[CH:35]=1. The catalyst class is: 3. (3) Reactant: C(=O)=O.Br[C:5]1[CH:10]=[CH:9][CH:8]=[CH:7][CH:6]=1.[C:11]1(B(O)O)[CH:16]=[CH:15][CH:14]=[CH:13][CH:12]=1.C([N+](CCCC)(CCCC)CCCC)CCC. Product: [C:5]1([C:11]2[CH:16]=[CH:15][CH:14]=[CH:13][CH:12]=2)[CH:10]=[CH:9][CH:8]=[CH:7][CH:6]=1. The catalyst class is: 43. (4) Product: [Br:1][C:2]1[CH:3]=[CH:4][C:5]2[O:14][C:13]3[C:12](=[O:15])[NH:11][C:10]([C:16]4[CH:17]=[C:18]([CH:22]=[CH:23][CH:24]=4)[C:19]([NH:31][CH:25]4[CH2:30][CH2:29][CH2:28][CH2:27][CH2:26]4)=[O:20])=[N:9][C:8]=3[C:6]=2[CH:7]=1. Reactant: [Br:1][C:2]1[CH:3]=[CH:4][C:5]2[O:14][C:13]3[C:12](=[O:15])[NH:11][C:10]([C:16]4[CH:17]=[C:18]([CH:22]=[CH:23][CH:24]=4)[C:19](O)=[O:20])=[N:9][C:8]=3[C:6]=2[CH:7]=1.[CH:25]1([NH2:31])[CH2:30][CH2:29][CH2:28][CH2:27][CH2:26]1.Cl.CN(C)CCCN=C=NCC.C1C=CC2N(O)N=NC=2C=1.CN1CCOCC1. The catalyst class is: 4. (5) Reactant: C([O:8][C:9]1[C:14]([CH2:15][N:16]2[CH2:25][CH2:24][C:23]3[C:18](=[C:19]([Cl:35])[C:20]([CH:27]([N:29]4[CH2:34][CH2:33][O:32][CH2:31][CH2:30]4)[CH3:28])=[CH:21][C:22]=3[Cl:26])[C:17]2=[O:36])=[C:13]([CH3:37])[CH:12]=[C:11]([CH3:38])[N:10]=1)C1C=CC=CC=1. Product: [Cl:26][C:22]1[CH:21]=[C:20]([CH:27]([N:29]2[CH2:34][CH2:33][O:32][CH2:31][CH2:30]2)[CH3:28])[C:19]([Cl:35])=[C:18]2[C:23]=1[CH2:24][CH2:25][N:16]([CH2:15][C:14]1[C:9](=[O:8])[NH:10][C:11]([CH3:38])=[CH:12][C:13]=1[CH3:37])[C:17]2=[O:36]. The catalyst class is: 281. (6) Reactant: C(OP([CH2:9][C:10]([O:12][CH2:13][CH3:14])=[O:11])(OCC)=O)C.[H-].[Na+].[F:17][C:18]([F:28])([F:27])[C:19]1[CH:24]=[CH:23][N:22]=[C:21]([CH:25]=O)[CH:20]=1.[Cl-].[NH4+]. Product: [F:28][C:18]([F:17])([F:27])[C:19]1[CH:24]=[CH:23][N:22]=[C:21](/[CH:25]=[CH:9]/[C:10]([O:12][CH2:13][CH3:14])=[O:11])[CH:20]=1. The catalyst class is: 7. (7) Reactant: [F:1][C:2]1[CH:8]=[CH:7][C:5]([NH2:6])=[C:4]([O:9][CH:10]2[CH2:15][CH2:14][O:13][CH2:12][CH2:11]2)[CH:3]=1.Cl[C:17]1[C:18]2[C:25]([CH3:26])=[C:24]([Cl:27])[S:23][C:19]=2[N:20]=[CH:21][N:22]=1.C1(C)C=CC(S(O)(=O)=O)=CC=1.O.[OH-].[NH4+]. Product: [Cl:27][C:24]1[S:23][C:19]2[N:20]=[CH:21][N:22]=[C:17]([NH:6][C:5]3[CH:7]=[CH:8][C:2]([F:1])=[CH:3][C:4]=3[O:9][CH:10]3[CH2:15][CH2:14][O:13][CH2:12][CH2:11]3)[C:18]=2[C:25]=1[CH3:26]. The catalyst class is: 38. (8) Reactant: [CH2:1]([O:8][C:9]1[CH:14]=[C:13](I)[CH:12]=[CH:11][C:10]=1[N:16]1[S:20](=[O:22])(=[O:21])[N:19]([CH2:23][CH2:24][Si:25]([CH3:28])([CH3:27])[CH3:26])[C:18](=[O:29])[CH2:17]1)[C:2]1[CH:7]=[CH:6][CH:5]=[CH:4][CH:3]=1.[C:30]([O:34][C:35](=[O:42])[NH:36][C:37]([CH3:41])([CH3:40])[CH:38]=[CH2:39])([CH3:33])([CH3:32])[CH3:31].C(N(CC)CC)C. Product: [C:30]([O:34][C:35](=[O:42])[NH:36][C:37]([CH3:41])([CH3:40])/[CH:38]=[CH:39]/[C:13]1[CH:12]=[CH:11][C:10]([N:16]2[CH2:17][C:18](=[O:29])[N:19]([CH2:23][CH2:24][Si:25]([CH3:28])([CH3:27])[CH3:26])[S:20]2(=[O:22])=[O:21])=[C:9]([O:8][CH2:1][C:2]2[CH:7]=[CH:6][CH:5]=[CH:4][CH:3]=2)[CH:14]=1)([CH3:33])([CH3:32])[CH3:31]. The catalyst class is: 3.